From a dataset of Reaction yield outcomes from USPTO patents with 853,638 reactions. Predict the reaction yield, written as a fraction of the theoretical maximum amount of product (1.0 means a 100% yield; for example, 0.34 means a 34% yield). (1) The reactants are [Cl:1][C:2]1[C:3]([N:8]2[CH:12]=[CH:11][C:10]([C:13]([F:16])([F:15])[F:14])=[N:9]2)=[N:4][CH:5]=[CH:6][CH:7]=1.C([Mg][Cl:21])(C)C.[O:22]1[CH2:26]CCC1. No catalyst specified. The product is [Cl:1][C:2]1[C:3]([N:8]2[C:12]([C:26]([Cl:21])=[O:22])=[CH:11][C:10]([C:13]([F:16])([F:14])[F:15])=[N:9]2)=[N:4][CH:5]=[CH:6][CH:7]=1. The yield is 0.846. (2) The reactants are [C:1]([O:5][C:6](=[O:35])[NH:7][C:8]1[CH:13]=[CH:12][CH:11]=[CH:10][C:9]=1[NH:14][C:15](=[O:34])[C:16]1[CH:21]=[CH:20][C:19]([CH2:22][NH:23][C:24]2[S:25][C:26]3[CH:32]=[C:31]([OH:33])[CH:30]=[CH:29][C:27]=3[N:28]=2)=[CH:18][CH:17]=1)([CH3:4])([CH3:3])[CH3:2].[CH3:36][N:37]([CH3:41])[CH2:38][CH2:39]O.C1(P(C2C=CC=CC=2)C2C=CC=CC=2)C=CC=CC=1.N(C(OC(C)C)=O)=NC(OC(C)C)=O. The catalyst is C1COCC1. The product is [C:1]([O:5][C:6](=[O:35])[NH:7][C:8]1[CH:13]=[CH:12][CH:11]=[CH:10][C:9]=1[NH:14][C:15](=[O:34])[C:16]1[CH:17]=[CH:18][C:19]([CH2:22][NH:23][C:24]2[S:25][C:26]3[CH:32]=[C:31]([O:33][CH2:39][CH2:38][N:37]([CH3:41])[CH3:36])[CH:30]=[CH:29][C:27]=3[N:28]=2)=[CH:20][CH:21]=1)([CH3:4])([CH3:2])[CH3:3]. The yield is 0.370. (3) The reactants are [Cl:1][C:2]1[C:11]([CH:12]=[O:13])=[CH:10][C:9]2[C:4](=[CH:5][CH:6]=[C:7]([O:14]C)[CH:8]=2)[N:3]=1.B(Br)(Br)Br. The catalyst is C(Cl)Cl. The product is [Cl:1][C:2]1[C:11]([CH:12]=[O:13])=[CH:10][C:9]2[C:4](=[CH:5][CH:6]=[C:7]([OH:14])[CH:8]=2)[N:3]=1. The yield is 0.820. (4) The yield is 0.259. The product is [CH3:10][S:9][C:7]1[N:6]2[CH:11]=[CH:12][N:13]=[C:5]2[CH:4]=[C:3]([C:23]2[CH:22]=[CH:21][C:20]([N:17]3[CH2:16][CH2:15][O:14][CH2:19][CH2:18]3)=[CH:25][CH:24]=2)[N:8]=1. The reactants are Cl.Cl[C:3]1[N:8]=[C:7]([S:9][CH3:10])[N:6]2[CH:11]=[CH:12][N:13]=[C:5]2[CH:4]=1.[O:14]1[CH2:19][CH2:18][N:17]([C:20]2[CH:25]=[CH:24][C:23](B(O)O)=[CH:22][CH:21]=2)[CH2:16][CH2:15]1.P([O-])([O-])([O-])=O.[K+].[K+].[K+].CC(C1C=C(C(C)C)C(C2C=CC=CC=2P(C2CCCCC2)C2CCCCC2)=C(C(C)C)C=1)C. The catalyst is C(O)(C)C.C1C=CC(/C=C/C(/C=C/C2C=CC=CC=2)=O)=CC=1.C1C=CC(/C=C/C(/C=C/C2C=CC=CC=2)=O)=CC=1.C1C=CC(/C=C/C(/C=C/C2C=CC=CC=2)=O)=CC=1.[Pd].[Pd]. (5) The reactants are C(OC([N:8]1[C:16]2[C:11](=[CH:12][CH:13]=[CH:14][CH:15]=2)[CH:10]=[C:9]1[S:17]([C:20]1[CH:25]=[CH:24][C:23](F)=[CH:22][CH:21]=1)(=[O:19])=[O:18])=O)(C)(C)C.[NH:27]1[CH2:32][CH2:31][NH:30][CH2:29][CH2:28]1.C(OCC)C.CCCCCC. The catalyst is C(OCC)(=O)C. The product is [N:27]1([C:23]2[CH:22]=[CH:21][C:20]([S:17]([C:9]3[NH:8][C:16]4[C:11]([CH:10]=3)=[CH:12][CH:13]=[CH:14][CH:15]=4)(=[O:18])=[O:19])=[CH:25][CH:24]=2)[CH2:32][CH2:31][NH:30][CH2:29][CH2:28]1. The yield is 0.311.